The task is: Regression. Given two drug SMILES strings and cell line genomic features, predict the synergy score measuring deviation from expected non-interaction effect.. This data is from NCI-60 drug combinations with 297,098 pairs across 59 cell lines. Drug 1: CCC1=CC2CC(C3=C(CN(C2)C1)C4=CC=CC=C4N3)(C5=C(C=C6C(=C5)C78CCN9C7C(C=CC9)(C(C(C8N6C)(C(=O)OC)O)OC(=O)C)CC)OC)C(=O)OC.C(C(C(=O)O)O)(C(=O)O)O. Drug 2: C1=NC2=C(N1)C(=S)N=C(N2)N. Cell line: OVCAR-4. Synergy scores: CSS=42.0, Synergy_ZIP=-12.2, Synergy_Bliss=-3.80, Synergy_Loewe=-0.665, Synergy_HSA=0.998.